Predict the reactants needed to synthesize the given product. From a dataset of Full USPTO retrosynthesis dataset with 1.9M reactions from patents (1976-2016). (1) Given the product [CH2:26]([C:14]1[CH:13]=[C:3]([O:4][CH2:5][O:6][CH2:7][CH2:8][Si:9]([CH3:10])([CH3:11])[CH3:12])[C:2]([F:1])=[CH:16][C:15]=1[C:29]1[N:34]=[CH:33][C:32]2[CH:35]=[N:36][N:37]([CH2:38][O:39][CH2:40][CH2:41][Si:42]([CH3:45])([CH3:44])[CH3:43])[C:31]=2[CH:30]=1)[CH3:27], predict the reactants needed to synthesize it. The reactants are: [F:1][C:2]1[CH:16]=[C:15](B2OC(C)(C)C(C)(C)O2)[C:14]([CH2:26][CH3:27])=[CH:13][C:3]=1[O:4][CH2:5][O:6][CH2:7][CH2:8][Si:9]([CH3:12])([CH3:11])[CH3:10].Cl[C:29]1[N:34]=[CH:33][C:32]2[CH:35]=[N:36][N:37]([CH2:38][O:39][CH2:40][CH2:41][Si:42]([CH3:45])([CH3:44])[CH3:43])[C:31]=2[CH:30]=1. (2) Given the product [F:12][C:2]([F:1])([S:3]([C:6]1[CH:11]=[CH:10][CH:9]=[CH:8][CH:7]=1)(=[O:5])=[O:4])[C:16]([CH3:17])([OH:18])[CH2:15][CH2:14][OH:13], predict the reactants needed to synthesize it. The reactants are: [F:1][CH:2]([F:12])[S:3]([C:6]1[CH:11]=[CH:10][CH:9]=[CH:8][CH:7]=1)(=[O:5])=[O:4].[OH:13][CH2:14][CH2:15][C:16](=[O:18])[CH3:17].C[Si]([N-][Si](C)(C)C)(C)C.[K+]. (3) Given the product [Cl:1][C:2]1[CH:3]=[CH:4][C:5]([CH:8]2[CH2:9][CH2:10][CH2:11][O:12][CH2:13]2)=[CH:6][CH:7]=1, predict the reactants needed to synthesize it. The reactants are: [Cl:1][C:2]1[CH:7]=[CH:6][C:5]([C:8]2[CH2:9][CH2:10][CH2:11][O:12][CH:13]=2)=[CH:4][CH:3]=1.[H][H]. (4) The reactants are: Br[C:2]1[CH:11]=[CH:10][CH:9]=[C:8]2[C:3]=1[CH:4]=[CH:5][N:6]=[CH:7]2.[CH:12]([C:15]1[N:19]2[CH2:20][CH2:21][NH:22][CH2:23][C:18]2=[N:17][N:16]=1)([CH3:14])[CH3:13].CC(C)([O-])C.[Na+]. Given the product [CH:12]([C:15]1[N:19]2[CH2:20][CH2:21][N:22]([C:2]3[CH:11]=[CH:10][CH:9]=[C:8]4[C:3]=3[CH:4]=[CH:5][N:6]=[CH:7]4)[CH2:23][C:18]2=[N:17][N:16]=1)([CH3:14])[CH3:13], predict the reactants needed to synthesize it. (5) Given the product [NH2:1][C:2]1[C:11]2[C:6](=[C:7]([C:24]3[N:20]([CH3:19])[N:21]=[C:22]([CH3:34])[CH:23]=3)[CH:8]=[CH:9][CH:10]=2)[N:5]=[N:4][C:3]=1[C:13]([NH:15][CH2:16][CH2:17][CH3:18])=[O:14], predict the reactants needed to synthesize it. The reactants are: [NH2:1][C:2]1[C:11]2[C:6](=[C:7](Br)[CH:8]=[CH:9][CH:10]=2)[N:5]=[N:4][C:3]=1[C:13]([NH:15][CH2:16][CH2:17][CH3:18])=[O:14].[CH3:19][N:20]1[C:24](B2OC(C)(C)C(C)(C)O2)=[CH:23][C:22]([CH3:34])=[N:21]1. (6) Given the product [C:26]([N:34]1[CH2:35][CH2:36][C:37]([CH2:46][CH2:47][N:8]2[CH2:9][CH2:10][CH:11]([C:14]3[O:18][N:17]=[C:16]([CH2:19][C:20]4[CH:21]=[N:22][CH:23]=[CH:24][CH:25]=4)[N:15]=3)[CH2:12][CH2:13]2)([C:40]2[CH:45]=[CH:44][CH:43]=[CH:42][CH:41]=2)[CH2:38][CH2:39]1)(=[O:33])[C:27]1[CH:28]=[CH:29][CH:30]=[CH:31][CH:32]=1, predict the reactants needed to synthesize it. The reactants are: C(O)(C(F)(F)F)=O.[NH:8]1[CH2:13][CH2:12][CH:11]([C:14]2[O:18][N:17]=[C:16]([CH2:19][C:20]3[CH:21]=[N:22][CH:23]=[CH:24][CH:25]=3)[N:15]=2)[CH2:10][CH2:9]1.[C:26]([N:34]1[CH2:39][CH2:38][C:37]([CH2:46][CH:47]=O)([C:40]2[CH:45]=[CH:44][CH:43]=[CH:42][CH:41]=2)[CH2:36][CH2:35]1)(=[O:33])[C:27]1[CH:32]=[CH:31][CH:30]=[CH:29][CH:28]=1.[BH-](OC(C)=O)(OC(C)=O)OC(C)=O.[Na+].C([O-])(O)=O.[Na+].C([O-])=O. (7) Given the product [F:11][C:12]([F:21])([F:22])[C:13]1[CH:20]=[CH:19][C:16]([CH2:17][O:18][C:2]2[CH:7]=[CH:6][N:5]=[CH:4][C:3]=2[N+:8]([O-:10])=[O:9])=[CH:15][CH:14]=1, predict the reactants needed to synthesize it. The reactants are: Cl[C:2]1[CH:7]=[CH:6][N:5]=[CH:4][C:3]=1[N+:8]([O-:10])=[O:9].[F:11][C:12]([F:22])([F:21])[C:13]1[CH:20]=[CH:19][C:16]([CH2:17][OH:18])=[CH:15][CH:14]=1. (8) Given the product [CH3:1][O:2][C:3]1[CH:4]=[C:5]([CH2:11][C:12]([NH:19][CH2:18][CH2:17][O:16][CH3:15])=[O:14])[CH:6]=[CH:7][C:8]=1[O:9][CH3:10], predict the reactants needed to synthesize it. The reactants are: [CH3:1][O:2][C:3]1[CH:4]=[C:5]([CH2:11][C:12]([OH:14])=O)[CH:6]=[CH:7][C:8]=1[O:9][CH3:10].[CH3:15][O:16][CH2:17][CH2:18][NH2:19].